This data is from Full USPTO retrosynthesis dataset with 1.9M reactions from patents (1976-2016). The task is: Predict the reactants needed to synthesize the given product. (1) The reactants are: C(Cl)(=O)C(Cl)=O.CS(C)=O.[F:11][C:12]1[CH:17]=[CH:16][C:15]([C@@H:18]([NH:22][C:23](=[O:29])[O:24][C:25]([CH3:28])([CH3:27])[CH3:26])[CH2:19][CH2:20][OH:21])=[CH:14][CH:13]=1.C(N(C(C)C)CC)(C)C. Given the product [C:25]([O:24][C:23](=[O:29])[NH:22][C@H:18]([C:15]1[CH:14]=[CH:13][C:12]([F:11])=[CH:17][CH:16]=1)[CH2:19][CH:20]=[O:21])([CH3:28])([CH3:26])[CH3:27], predict the reactants needed to synthesize it. (2) Given the product [CH:52]1([NH:55][C:47]([C:46]2[CH:50]=[CH:51][C:43]([O:42][CH2:41][CH2:40][C@H:13]3[N:14]([C:17]([C:19]4[N:20]=[CH:21][N:22]([C@@H:30]5[CH2:35][CH2:34][CH2:33][CH2:32][C@@:31]5([OH:39])[CH2:36][O:37][CH3:38])[C:23]=4[C:24]4[CH:29]=[CH:28][CH:27]=[CH:26][CH:25]=4)=[O:18])[CH2:15][CH2:16][N:11]([C:9]([O:8][CH2:1][C:2]4[CH:7]=[CH:6][CH:5]=[CH:4][CH:3]=4)=[O:10])[CH2:12]3)=[CH:44][CH:45]=2)=[O:49])[CH2:54][CH2:53]1, predict the reactants needed to synthesize it. The reactants are: [CH2:1]([O:8][C:9]([N:11]1[CH2:16][CH2:15][N:14]([C:17]([C:19]2[N:20]=[CH:21][N:22]([C@@H:30]3[CH2:35][CH2:34][CH2:33][CH2:32][C@@:31]3([OH:39])[CH2:36][O:37][CH3:38])[C:23]=2[C:24]2[CH:29]=[CH:28][CH:27]=[CH:26][CH:25]=2)=[O:18])[C@H:13]([CH2:40][CH2:41][O:42][C:43]2[CH:51]=[CH:50][C:46]([C:47]([OH:49])=O)=[CH:45][CH:44]=2)[CH2:12]1)=[O:10])[C:2]1[CH:7]=[CH:6][CH:5]=[CH:4][CH:3]=1.[CH:52]1([NH2:55])[CH2:54][CH2:53]1.CCN=C=NCCCN(C)C.Cl.C1C=CC2N(O)N=NC=2C=1.C(=O)([O-])O.[Na+]. (3) Given the product [NH2:14][C:13]1[C:2]([CH3:1])=[C:3]([CH:10]=[CH:11][CH:12]=1)[O:4][CH2:5][C:6]([O:8][CH3:9])=[O:7], predict the reactants needed to synthesize it. The reactants are: [CH3:1][C:2]1[C:13]([N+:14]([O-])=O)=[CH:12][CH:11]=[CH:10][C:3]=1[O:4][CH2:5][C:6]([O:8][CH3:9])=[O:7].CO.